From a dataset of Peptide-MHC class I binding affinity with 185,985 pairs from IEDB/IMGT. Regression. Given a peptide amino acid sequence and an MHC pseudo amino acid sequence, predict their binding affinity value. This is MHC class I binding data. (1) The peptide sequence is WPVMQWLTA. The MHC is HLA-A02:03 with pseudo-sequence HLA-A02:03. The binding affinity (normalized) is 0.0847. (2) The peptide sequence is KTSTLIFFV. The MHC is Mamu-A02 with pseudo-sequence Mamu-A02. The binding affinity (normalized) is 0.725. (3) The peptide sequence is TPREAPYEL. The MHC is HLA-A80:01 with pseudo-sequence YFAMYEENVAHTNANTLYIIYRDYTWARLAYEGY. The binding affinity (normalized) is 0.0847. (4) The peptide sequence is ILLLCLIFLL. The MHC is HLA-A11:01 with pseudo-sequence HLA-A11:01. The binding affinity (normalized) is 0.0553. (5) The peptide sequence is SEHFSLLFL. The MHC is HLA-B39:01 with pseudo-sequence HLA-B39:01. The binding affinity (normalized) is 0.218. (6) The peptide sequence is WPALSSIAA. The MHC is HLA-A24:03 with pseudo-sequence HLA-A24:03. The binding affinity (normalized) is 0.0847. (7) The peptide sequence is SQLPPACPV. The MHC is HLA-A24:03 with pseudo-sequence HLA-A24:03. The binding affinity (normalized) is 0.0847. (8) The peptide sequence is MTTEDMLSV. The MHC is HLA-A68:02 with pseudo-sequence HLA-A68:02. The binding affinity (normalized) is 0.782.